From a dataset of Catalyst prediction with 721,799 reactions and 888 catalyst types from USPTO. Predict which catalyst facilitates the given reaction. Reactant: [CH3:1][O:2][C:3]1[CH:8]=[CH:7][C:6]([NH2:9])=[CH:5][CH:4]=1.C(=O)([O-])[O-].[K+].[K+].[CH3:16][C:17]([CH3:22])=[CH:18][C:19](Cl)=[O:20]. Product: [CH3:16][C:17]([CH3:22])=[CH:18][C:19]([NH:9][C:6]1[CH:7]=[CH:8][C:3]([O:2][CH3:1])=[CH:4][CH:5]=1)=[O:20]. The catalyst class is: 95.